From a dataset of Forward reaction prediction with 1.9M reactions from USPTO patents (1976-2016). Predict the product of the given reaction. (1) Given the reactants C(NC(C)C)(C)C.C([Li])CCC.[Cl:13][C:14]1[S:15][CH:16]=[C:17]([Cl:19])[N:18]=1.[CH3:20][N:21]([CH3:25])[C:22](Cl)=[O:23], predict the reaction product. The product is: [Cl:13][C:14]1[S:15][C:16]([C:22]([N:21]([CH3:25])[CH3:20])=[O:23])=[C:17]([Cl:19])[N:18]=1. (2) Given the reactants [CH2:1]1[CH:5]([CH2:6][CH2:7][CH2:8][CH2:9][C:10]([OH:12])=[O:11])[S:4][S:3][CH2:2]1.C(=O)(O)[O-].[Na+].[BH4-].[Na+].Cl.[H][H], predict the reaction product. The product is: [SH:4][CH:5]([CH2:1][CH2:2][SH:3])[CH2:6][CH2:7][CH2:8][CH2:9][C:10]([OH:12])=[O:11]. (3) Given the reactants [CH3:1][C:2]([OH:13])([CH3:12])[CH2:3][N:4]1[CH:8]=[CH:7][C:6]([N+:9]([O-])=O)=[N:5]1.[H][H], predict the reaction product. The product is: [NH2:9][C:6]1[CH:7]=[CH:8][N:4]([CH2:3][C:2]([CH3:12])([OH:13])[CH3:1])[N:5]=1. (4) Given the reactants [Cl:1][C:2]1[CH:9]=[C:8]([OH:10])[CH:7]=[CH:6][C:3]=1[CH:4]=[O:5].[Si:11](Cl)([C:14]([CH3:17])([CH3:16])[CH3:15])([CH3:13])[CH3:12].N1C=CN=C1, predict the reaction product. The product is: [Si:11]([O:10][C:8]1[CH:7]=[CH:6][C:3]([CH:4]=[O:5])=[C:2]([Cl:1])[CH:9]=1)([C:14]([CH3:17])([CH3:16])[CH3:15])([CH3:13])[CH3:12]. (5) Given the reactants CC(C[AlH]CC(C)C)C.[C:10]([O:14][C:15]([N:17]1[CH2:22][CH2:21][C:20]([C:33]#[N:34])([C:23]2[CH:28]=[CH:27][C:26]([C:29](OC)=[O:30])=[CH:25][CH:24]=2)[CH2:19][CH2:18]1)=[O:16])([CH3:13])([CH3:12])[CH3:11], predict the reaction product. The product is: [C:33]([C:20]1([C:23]2[CH:24]=[CH:25][C:26]([CH2:29][OH:30])=[CH:27][CH:28]=2)[CH2:21][CH2:22][N:17]([C:15]([O:14][C:10]([CH3:13])([CH3:12])[CH3:11])=[O:16])[CH2:18][CH2:19]1)#[N:34]. (6) Given the reactants Br[C:2]1[CH:7]=[CH:6][C:5]([N:8]2[CH:12]=[C:11]([C:13]([CH3:17])([CH3:16])[CH2:14][OH:15])[N:10]=[C:9]2[C:18]2[C:23]([Cl:24])=[CH:22][CH:21]=[CH:20][C:19]=2[Cl:25])=[CH:4][CH:3]=1.[CH3:26][S:27]([C:30]1[CH:31]=[C:32](B(O)O)[CH:33]=[CH:34][CH:35]=1)(=[O:29])=[O:28].C(=O)([O-])[O-].[K+].[K+], predict the reaction product. The product is: [Cl:25][C:19]1[CH:20]=[CH:21][CH:22]=[C:23]([Cl:24])[C:18]=1[C:9]1[N:8]([C:5]2[CH:6]=[CH:7][C:2]([C:34]3[CH:33]=[CH:32][CH:31]=[C:30]([S:27]([CH3:26])(=[O:29])=[O:28])[CH:35]=3)=[CH:3][CH:4]=2)[CH:12]=[C:11]([C:13]([CH3:17])([CH3:16])[CH2:14][OH:15])[N:10]=1. (7) Given the reactants [C:1]([C:3]1[CH:4]=[C:5]([CH:9]=[CH:10][CH:11]=1)[C:6](Cl)=[O:7])#[N:2].C[Si]([C:16]([Si](C)(C)C)(C([O-])=O)[C:17]([O-:19])=[O:18])(C)C.[Li][CH2:28][CH2:29][CH2:30]C.[C:32]([OH:38])([C:34](F)(F)F)=[O:33], predict the reaction product. The product is: [C:1]([C:3]1[CH:4]=[C:5]([C:6](=[O:7])[CH2:16][C:17]([OH:19])=[O:18])[CH:9]=[CH:10][CH:11]=1)#[N:2].[CH3:30][C:29]1([CH3:28])[O:7][C:6]([C:5]2[CH:4]=[C:3]([CH:11]=[CH:10][CH:9]=2)[C:1]#[N:2])=[CH:34][C:32](=[O:33])[O:38]1. (8) Given the reactants [Cl:1][C:2]1[N:7]=[C:6]([Cl:8])[CH:5]=[C:4](Cl)[N:3]=1.[NH2:10][C:11]1[CH:12]=[N:13][C:14]([O:17][CH3:18])=[CH:15][CH:16]=1.C(N(C(C)C)CC)(C)C, predict the reaction product. The product is: [Cl:1][C:2]1[N:3]=[C:4]([NH:10][C:11]2[CH:12]=[N:13][C:14]([O:17][CH3:18])=[CH:15][CH:16]=2)[CH:5]=[C:6]([Cl:8])[N:7]=1. (9) Given the reactants F[C:2]1[C:7]([N+:8]([O-])=O)=[C:6]([F:11])[CH:5]=[CH:4][C:3]=1[OH:12].NC1C=CC(O)=CC=1[F:21], predict the reaction product. The product is: [F:21][C:4]1[CH:5]=[C:6]([F:11])[C:7]([NH2:8])=[CH:2][C:3]=1[OH:12].